Dataset: Reaction yield outcomes from USPTO patents with 853,638 reactions. Task: Predict the reaction yield, written as a fraction of the theoretical maximum amount of product (1.0 means a 100% yield; for example, 0.34 means a 34% yield). (1) The reactants are [NH:1]1[C:5]2[CH:6]=[CH:7][CH:8]=[CH:9][C:4]=2[N:3]=[C:2]1[CH2:10][OH:11].[CH2:12](Br)[CH:13]=[CH2:14].C(N(CC)C(C)C)(C)C. The catalyst is CN(C=O)C. The product is [CH2:14]([N:1]1[C:5]2[CH:6]=[CH:7][CH:8]=[CH:9][C:4]=2[N:3]=[C:2]1[CH2:10][OH:11])[CH:13]=[CH2:12]. The yield is 0.280. (2) The reactants are [NH2:1][CH2:2][CH2:3][CH2:4][CH2:5][C:6]([CH3:44])([CH3:43])[CH2:7][N:8]([S:32]([C:35]1[CH:40]=[CH:39][CH:38]=[C:37]([NH:41][CH3:42])[CH:36]=1)(=[O:34])=[O:33])[CH2:9][C@@H:10]([OH:31])[C@@H:11]([NH:19][C:20](=[O:30])[O:21][C@@H:22]1[C@H:29]2[C@H:25]([O:26][CH2:27][CH2:28]2)[O:24][CH2:23]1)[CH2:12][C:13]1[CH:18]=[CH:17][CH:16]=[CH:15][CH:14]=1.C(N(CC)C(C)C)(C)C.[CH3:54][N:55]([CH3:59])[C:56](Cl)=[O:57]. The catalyst is C1COCC1. The product is [CH2:12]([C@H:11]([NH:19][C:20](=[O:30])[O:21][C@@H:22]1[C@H:29]2[C@H:25]([O:26][CH2:27][CH2:28]2)[O:24][CH2:23]1)[C@H:10]([OH:31])[CH2:9][N:8]([CH2:7][C:6]([CH3:44])([CH3:43])[CH2:5][CH2:4][CH2:3][CH2:2][NH:1][C:56]([N:55]([CH3:59])[CH3:54])=[O:57])[S:32]([C:35]1[CH:40]=[CH:39][CH:38]=[C:37]([NH:41][CH3:42])[CH:36]=1)(=[O:34])=[O:33])[C:13]1[CH:14]=[CH:15][CH:16]=[CH:17][CH:18]=1. The yield is 0.800. (3) The reactants are [CH2:1]([NH:8][C:9]([N:11]1[CH2:16][CH2:15][C:14](=[O:17])[N:13]2[C@@H:18]([CH2:35][C:36]3[CH:41]=[CH:40][C:39]([OH:42])=[CH:38][CH:37]=3)[C:19](=[O:34])[N:20]([CH2:23][C:24]3[C:33]4[C:28](=[CH:29][CH:30]=[CH:31][CH:32]=4)[CH:27]=[CH:26][CH:25]=3)[C@@H:21]([CH3:22])[CH:12]12)=[O:10])[C:2]1[CH:7]=[CH:6][CH:5]=[CH:4][CH:3]=1.C1COCC1.[C:48](Cl)(=[O:54])[CH2:49][CH2:50][CH2:51][CH2:52][CH3:53].C(N(CC)CC)C. The catalyst is C(OCC)(=O)C. The product is [C:48]([O:42][C:39]1[CH:40]=[CH:41][C:36]([CH2:35][C@@H:18]2[N:13]3[C:14](=[O:17])[CH2:15][CH2:16][N:11]([C:9](=[O:10])[NH:8][CH2:1][C:2]4[CH:7]=[CH:6][CH:5]=[CH:4][CH:3]=4)[CH:12]3[C@H:21]([CH3:22])[N:20]([CH2:23][C:24]3[C:33]4[C:28](=[CH:29][CH:30]=[CH:31][CH:32]=4)[CH:27]=[CH:26][CH:25]=3)[C:19]2=[O:34])=[CH:37][CH:38]=1)(=[O:54])[CH2:49][CH2:50][CH2:51][CH2:52][CH3:53]. The yield is 0.660. (4) The yield is 0.840. The product is [C:11]([CH2:13][C:14]1([N:25]2[CH2:26][CH2:27][CH:28]([NH:10][C@@H:8]3[CH2:9][C@H:7]3[C:1]3[CH:6]=[CH:5][CH:4]=[CH:3][CH:2]=3)[CH2:29][CH2:30]2)[CH2:15][N:16]([C:18]([O:20][C:21]([CH3:24])([CH3:23])[CH3:22])=[O:19])[CH2:17]1)#[N:12]. The reactants are [C:1]1([C@@H:7]2[CH2:9][C@H:8]2[NH2:10])[CH:6]=[CH:5][CH:4]=[CH:3][CH:2]=1.[C:11]([CH2:13][C:14]1([N:25]2[CH2:30][CH2:29][C:28](=O)[CH2:27][CH2:26]2)[CH2:17][N:16]([C:18]([O:20][C:21]([CH3:24])([CH3:23])[CH3:22])=[O:19])[CH2:15]1)#[N:12].C(O)(=O)C.C(O[BH-](OC(=O)C)OC(=O)C)(=O)C.[Na+]. The catalyst is C(Cl)Cl.